Task: Predict the reactants needed to synthesize the given product.. Dataset: Full USPTO retrosynthesis dataset with 1.9M reactions from patents (1976-2016) (1) Given the product [CH2:1]([C@@H:8]([C:9]([NH:33][C:30]1[S:31][CH:32]=[C:28]([C:22]2[CH:23]=[C:24]([F:27])[CH:25]=[CH:26][C:21]=2[F:20])[N:29]=1)=[O:11])[CH2:12][C:13]([OH:15])=[O:14])[C:2]1[CH:3]=[CH:4][CH:5]=[CH:6][CH:7]=1, predict the reactants needed to synthesize it. The reactants are: [CH2:1]([C@H:8]([CH2:12][C:13]([O:15]C(C)(C)C)=[O:14])[C:9]([OH:11])=O)[C:2]1[CH:7]=[CH:6][CH:5]=[CH:4][CH:3]=1.[F:20][C:21]1[CH:26]=[CH:25][C:24]([F:27])=[CH:23][C:22]=1[C:28]1[N:29]=[C:30]([NH2:33])[S:31][CH:32]=1. (2) Given the product [Cl:1][C:2]1[CH:3]=[CH:4][CH:5]=[C:6]2[C:11]=1[C:10]([CH2:12][C:13]1[CH:14]=[CH:15][C:16]([F:22])=[C:17]([C:18]([N:30]3[CH2:31][CH2:32][CH:27]([O:26][CH2:24][CH3:25])[CH2:28][CH2:29]3)=[O:20])[CH:21]=1)=[N:9][NH:8][C:7]2=[O:23], predict the reactants needed to synthesize it. The reactants are: [Cl:1][C:2]1[CH:3]=[CH:4][CH:5]=[C:6]2[C:11]=1[C:10]([CH2:12][C:13]1[CH:14]=[CH:15][C:16]([F:22])=[C:17]([CH:21]=1)[C:18]([OH:20])=O)=[N:9][NH:8][C:7]2=[O:23].[CH2:24]([O:26][CH:27]1[CH2:32][CH2:31][NH:30][CH2:29][CH2:28]1)[CH3:25].CCN(C(C)C)C(C)C. (3) Given the product [Br:34][CH2:1][C:2]1[C:7]([Br:8])=[CH:6][CH:5]=[CH:4][C:3]=1[N:9]1[C:13](=[O:14])[N:12]([CH3:15])[N:11]=[N:10]1, predict the reactants needed to synthesize it. The reactants are: [CH3:1][C:2]1[C:7]([Br:8])=[CH:6][CH:5]=[CH:4][C:3]=1[N:9]1[C:13](=[O:14])[N:12]([CH3:15])[N:11]=[N:10]1.N(C1(C#N)CCCCC1)=NC1(C#N)CCCCC1.[Br:34]N1C(=O)CCC1=O.ClC1C=CC=CC=1. (4) Given the product [ClH:1].[F:22][CH:23]([F:34])[O:24][C:3]1[CH:8]=[CH:7][CH:6]=[CH:5][C:4]=1[CH:9]1[CH2:14][CH2:13][CH2:12][NH:11][CH2:10]1, predict the reactants needed to synthesize it. The reactants are: [ClH:1].F[C:3]1[CH:8]=[CH:7][CH:6]=[CH:5][C:4]=1[CH:9]1[CH2:14][CH2:13][CH2:12][NH:11][CH2:10]1.IC1C=NC=CC=1.[F:22][CH:23]([F:34])[O:24]C1C=CC=CC=1B(O)O. (5) Given the product [CH3:19][N:20]([CH3:21])[CH:14]1[C:15]2[C:11](=[CH:10][CH:9]=[C:8]([C:5]3[C:4]([CH3:18])=[N:3][N:2]([CH3:1])[C:6]=3[CH3:7])[CH:16]=2)[CH2:12][CH2:13]1, predict the reactants needed to synthesize it. The reactants are: [CH3:1][N:2]1[C:6]([CH3:7])=[C:5]([C:8]2[CH:16]=[C:15]3[C:11]([CH2:12][CH2:13][C:14]3=O)=[CH:10][CH:9]=2)[C:4]([CH3:18])=[N:3]1.[CH3:19][NH:20][CH3:21].C(O)(=O)C.C([BH3-])#N.[Na+]. (6) Given the product [CH3:16][O:12][C:11](=[O:13])[C:10](=[O:14])[C:9]([CH3:15])=[CH:8][C:5]1[CH:4]=[CH:3][C:2]([Cl:1])=[CH:7][CH:6]=1, predict the reactants needed to synthesize it. The reactants are: [Cl:1][C:2]1[CH:7]=[CH:6][C:5]([CH:8]=[C:9]([CH3:15])[C:10](=[O:14])[C:11]([OH:13])=[O:12])=[CH:4][CH:3]=1.[CH3:16]CO.C[Si](C=[N+]=[N-])(C)C.